From a dataset of Full USPTO retrosynthesis dataset with 1.9M reactions from patents (1976-2016). Predict the reactants needed to synthesize the given product. (1) The reactants are: [Cl:1][C:2]1[N:7]=[C:6](Cl)[C:5]([N+:9]([O-:11])=[O:10])=[CH:4][N:3]=1.[CH:12]([O:15][C:16]1[NH:20][N:19]=[C:18]([NH2:21])[CH:17]=1)([CH3:14])[CH3:13].C(N(CC)CC)C. Given the product [Cl:1][C:2]1[N:7]=[C:6]([NH:21][C:18]2[CH:17]=[C:16]([O:15][CH:12]([CH3:14])[CH3:13])[NH:20][N:19]=2)[C:5]([N+:9]([O-:11])=[O:10])=[CH:4][N:3]=1, predict the reactants needed to synthesize it. (2) Given the product [CH:14]1([NH:22][C:23]2[S:24][CH:2]([CH2:6][C:7]3[CH:12]=[CH:11][C:10]([OH:13])=[CH:9][CH:8]=3)[C:3](=[O:5])[N:25]=2)[CH2:21][CH2:20][CH2:19][CH2:18][CH2:17][CH2:16][CH2:15]1, predict the reactants needed to synthesize it. The reactants are: N[C@@H:2]([CH2:6][C:7]1[CH:12]=[CH:11][C:10]([OH:13])=[CH:9][CH:8]=1)[C:3]([OH:5])=O.[CH:14]1([NH:22][C:23]([NH2:25])=[S:24])[CH2:21][CH2:20][CH2:19][CH2:18][CH2:17][CH2:16][CH2:15]1.